This data is from Reaction yield outcomes from USPTO patents with 853,638 reactions. The task is: Predict the reaction yield, written as a fraction of the theoretical maximum amount of product (1.0 means a 100% yield; for example, 0.34 means a 34% yield). (1) The reactants are [N+:1]([C:4]1[CH:5]=[C:6]([CH:10]2[O:14][CH2:13][CH2:12][O:11]2)[CH:7]=[CH:8][CH:9]=1)([O-])=O. The catalyst is [Pd].C(O)C. The product is [O:11]1[CH2:12][CH2:13][O:14][CH:10]1[C:6]1[CH:5]=[C:4]([NH2:1])[CH:9]=[CH:8][CH:7]=1. The yield is 0.900. (2) The yield is 0.200. The reactants are [CH2:1]([NH:6][CH2:7][C:8]1[S:12][C:11](B(O)O)=[CH:10][CH:9]=1)[CH2:2][CH2:3][CH2:4][CH3:5].Br[C:17]1[CH:18]=[C:19]2[C:23](=[C:24]([C:26]([NH2:28])=[O:27])[CH:25]=1)[NH:22][CH:21]=[C:20]2[CH:29]1[CH2:34][CH2:33][N:32]([S:35]([CH2:38][CH3:39])(=[O:37])=[O:36])[CH2:31][CH2:30]1.C([O-])([O-])=O.[K+].[K+]. The product is [CH2:38]([S:35]([N:32]1[CH2:31][CH2:30][CH:29]([C:20]2[C:19]3[C:23](=[C:24]([C:26]([NH2:28])=[O:27])[CH:25]=[C:17]([C:11]4[S:12][C:8]([CH2:7][NH:6][CH2:1][CH2:2][CH2:3][CH2:4][CH3:5])=[CH:9][CH:10]=4)[CH:18]=3)[NH:22][CH:21]=2)[CH2:34][CH2:33]1)(=[O:37])=[O:36])[CH3:39]. The catalyst is C1C=CC([P]([Pd]([P](C2C=CC=CC=2)(C2C=CC=CC=2)C2C=CC=CC=2)([P](C2C=CC=CC=2)(C2C=CC=CC=2)C2C=CC=CC=2)[P](C2C=CC=CC=2)(C2C=CC=CC=2)C2C=CC=CC=2)(C2C=CC=CC=2)C2C=CC=CC=2)=CC=1. (3) The reactants are [CH3:1][C:2]1[CH:7]=[CH:6][C:5]([Br:8])=[C:4]2[C:9]([CH2:12][CH:13](N)CO)=[CH:10][NH:11][C:3]=12.[C:17]([CH2:22][C:23]([O:25][CH2:26][CH3:27])=[O:24])(=[O:21])[CH2:18][CH2:19][CH3:20].B(F)(F)[F:29].CCOCC. The catalyst is C(Cl)Cl. The product is [CH2:26]([O:25][C:23](=[O:24])[CH2:22][C:17]1([CH2:18][CH2:19][CH3:20])[C:10]2[NH:11][C:3]3[C:4]([C:9]=2[CH2:12][CH2:13][O:21]1)=[C:5]([Br:8])[C:6]([F:29])=[CH:7][C:2]=3[CH3:1])[CH3:27]. The yield is 0.820. (4) The reactants are [Cl:1][C:2]1[C:3]([O:12][C:13]2[CH:18]=[C:17]([O:19][CH:20]([CH2:25][O:26][CH2:27][CH3:28])[CH2:21][O:22][CH2:23][CH3:24])[CH:16]=[CH:15][C:14]=2/[CH:29]=[CH:30]/[C:31]([O:33]CC)=[O:32])=[N:4][CH:5]=[C:6]([C:8]([F:11])([F:10])[F:9])[CH:7]=1.[OH-].[Na+].O1CCCC1. The catalyst is C(O)C. The product is [Cl:1][C:2]1[C:3]([O:12][C:13]2[CH:18]=[C:17]([O:19][CH:20]([CH2:21][O:22][CH2:23][CH3:24])[CH2:25][O:26][CH2:27][CH3:28])[CH:16]=[CH:15][C:14]=2/[CH:29]=[CH:30]/[C:31]([OH:33])=[O:32])=[N:4][CH:5]=[C:6]([C:8]([F:9])([F:10])[F:11])[CH:7]=1. The yield is 0.230. (5) The reactants are [F:1][C:2]1([C:7]2[CH:12]=[CH:11][CH:10]=[CH:9][CH:8]=2)[CH2:6][CH2:5][NH:4][CH2:3]1.C1(C2CNCC=2)C=CC=CC=1.Cl.[CH:25]1([C:28]2[N:37]=[C:36](O)[C:35]3[C:30](=[CH:31][C:32]([O:41][CH3:42])=[C:33]([O:39][CH3:40])[CH:34]=3)[N:29]=2)[CH2:27][CH2:26]1.C1CCN2C(=NCCC2)CC1.F[P-](F)(F)(F)(F)F.N1(O[P+](N(C)C)(N(C)C)N(C)C)C2C=CC=CC=2N=N1. The catalyst is CC#N. The product is [CH:25]1([C:28]2[N:37]=[C:36]([N:4]3[CH2:5][CH2:6][C:2]([F:1])([C:7]4[CH:8]=[CH:9][CH:10]=[CH:11][CH:12]=4)[CH2:3]3)[C:35]3[C:30](=[CH:31][C:32]([O:41][CH3:42])=[C:33]([O:39][CH3:40])[CH:34]=3)[N:29]=2)[CH2:27][CH2:26]1. The yield is 0.0250. (6) The reactants are Cl[C:2]1[C:7]([C:8]([C:10]2[CH:15]=[C:14]([O:16][CH3:17])[C:13]([O:18][CH3:19])=[C:12]([O:20][CH3:21])[CH:11]=2)=[O:9])=[CH:6][C:5]([C:22]2[S:23][CH:24]=[CH:25][N:26]=2)=[CH:4][N:3]=1.O.[NH3:28]. The catalyst is C(O)(C)C. The product is [NH2:28][C:2]1[C:7]([C:8]([C:10]2[CH:15]=[C:14]([O:16][CH3:17])[C:13]([O:18][CH3:19])=[C:12]([O:20][CH3:21])[CH:11]=2)=[O:9])=[CH:6][C:5]([C:22]2[S:23][CH:24]=[CH:25][N:26]=2)=[CH:4][N:3]=1. The yield is 0.388. (7) The reactants are Cl[C:2]1[N:3]=[N:4][CH:5]=[C:6]([Cl:9])[C:7]=1[NH2:8].[CH2:10]([NH2:13])[CH2:11][CH3:12]. No catalyst specified. The product is [Cl:9][C:6]1[C:7]([NH2:8])=[C:2]([NH:13][CH2:10][CH2:11][CH3:12])[N:3]=[N:4][CH:5]=1. The yield is 0.350.